Dataset: Catalyst prediction with 721,799 reactions and 888 catalyst types from USPTO. Task: Predict which catalyst facilitates the given reaction. Reactant: Cl.[CH2:2]1[CH:6]2[CH2:7][NH:8][CH2:9][CH:5]2[CH2:4][N:3]1[C:10]([O:12][C:13]([CH3:16])([CH3:15])[CH3:14])=[O:11].C(N([CH2:22][CH3:23])CC)C. Product: [CH2:7]1[CH:6]2[CH2:2][N:3]([C:10]([O:12][C:13]([CH3:16])([CH3:15])[CH3:14])=[O:11])[CH2:4][CH:5]2[CH2:9][N:8]1[C:10]([O:12][CH2:13][C:23]1[CH:22]=[CH:2][CH:6]=[CH:5][CH:4]=1)=[O:11]. The catalyst class is: 22.